From a dataset of Reaction yield outcomes from USPTO patents with 853,638 reactions. Predict the reaction yield, written as a fraction of the theoretical maximum amount of product (1.0 means a 100% yield; for example, 0.34 means a 34% yield). (1) The reactants are [F:1][C:2]1([F:15])[C:11]2[C:6](=[CH:7][CH:8]=[C:9]([N+:12]([O-])=O)[CH:10]=2)[O:5][CH2:4][CH2:3]1.[Cl-].[NH4+]. The catalyst is CO.[Zn]. The product is [F:15][C:2]1([F:1])[C:11]2[C:6](=[CH:7][CH:8]=[C:9]([NH2:12])[CH:10]=2)[O:5][CH2:4][CH2:3]1. The yield is 0.837. (2) The reactants are [F:1][C:2]1[CH:7]=[CH:6][C:5]([CH2:8][C:9]([OH:11])=[O:10])=[CH:4][CH:3]=1.Cl.[CH3:13]O. The catalyst is O1CCOCC1. The product is [F:1][C:2]1[CH:3]=[CH:4][C:5]([CH2:8][C:9]([O:11][CH3:13])=[O:10])=[CH:6][CH:7]=1. The yield is 0.810.